This data is from Reaction yield outcomes from USPTO patents with 853,638 reactions. The task is: Predict the reaction yield, written as a fraction of the theoretical maximum amount of product (1.0 means a 100% yield; for example, 0.34 means a 34% yield). (1) The reactants are [N:1]12[CH2:8][CH2:7][C:4]([C:9]([C:17]3[CH:22]=[CH:21][CH:20]=[CH:19][CH:18]=3)([C:11]3[CH:16]=[CH:15][CH:14]=[CH:13][CH:12]=3)[OH:10])([CH2:5][CH2:6]1)[CH2:3][CH2:2]2.[Br:23][CH2:24][CH2:25][O:26][CH2:27][C:28]1[CH:37]=[CH:36][C:35]2[C:30](=[CH:31][CH:32]=[CH:33][CH:34]=2)[CH:29]=1. The catalyst is CC#N.C(Cl)(Cl)Cl. The product is [Br-:23].[OH:10][C:9]([C:17]1[CH:22]=[CH:21][CH:20]=[CH:19][CH:18]=1)([C:11]1[CH:12]=[CH:13][CH:14]=[CH:15][CH:16]=1)[C:4]12[CH2:5][CH2:6][N+:1]([CH2:24][CH2:25][O:26][CH2:27][C:28]3[CH:37]=[CH:36][C:35]4[C:30](=[CH:31][CH:32]=[CH:33][CH:34]=4)[CH:29]=3)([CH2:2][CH2:3]1)[CH2:8][CH2:7]2. The yield is 0.840. (2) The reactants are [CH3:1][C:2]1([CH3:39])[CH2:11][CH2:10][C:9]([CH3:13])([CH3:12])[C:8]2[CH:7]=[C:6]([Se:14][C:15]#[C:16][C:17]3[CH:26]=[CH:25][C:20]([C:21]([O:23]C)=[O:22])=[CH:19][CH:18]=3)[CH:5]=[C:4]([O:27][CH2:28][C:29]3[CH:34]=[CH:33][C:32]([C:35]([CH3:38])([CH3:37])[CH3:36])=[CH:31][CH:30]=3)[C:3]1=2.[OH-].[Na+]. No catalyst specified. The product is [CH3:1][C:2]1([CH3:39])[CH2:11][CH2:10][C:9]([CH3:12])([CH3:13])[C:8]2[CH:7]=[C:6]([Se:14][C:15]#[C:16][C:17]3[CH:18]=[CH:19][C:20]([C:21]([OH:23])=[O:22])=[CH:25][CH:26]=3)[CH:5]=[C:4]([O:27][CH2:28][C:29]3[CH:30]=[CH:31][C:32]([C:35]([CH3:38])([CH3:37])[CH3:36])=[CH:33][CH:34]=3)[C:3]1=2. The yield is 0.920. (3) The reactants are O1CCCC1.[CH2:6]([O:13][C:14]1[CH:19]=[CH:18][C:17]([CH2:20][C:21](Cl)=[N:22][OH:23])=[CH:16][CH:15]=1)[C:7]1[CH:12]=[CH:11][CH:10]=[CH:9][CH:8]=1.[C:25]([C:27]1[C:28]([NH2:34])=[N:29][C:30]([CH3:33])=[CH:31][CH:32]=1)#[CH:26].C(N(CC)CC)C. The catalyst is O. The product is [CH2:6]([O:13][C:14]1[CH:19]=[CH:18][C:17]([CH2:20][C:21]2[CH:26]=[C:25]([C:27]3[C:28]([NH2:34])=[N:29][C:30]([CH3:33])=[CH:31][CH:32]=3)[O:23][N:22]=2)=[CH:16][CH:15]=1)[C:7]1[CH:12]=[CH:11][CH:10]=[CH:9][CH:8]=1. The yield is 0.340.